Dataset: Peptide-MHC class I binding affinity with 185,985 pairs from IEDB/IMGT. Task: Regression. Given a peptide amino acid sequence and an MHC pseudo amino acid sequence, predict their binding affinity value. This is MHC class I binding data. The peptide sequence is AEYEENKIIL. The MHC is H-2-Kk with pseudo-sequence H-2-Kk. The binding affinity (normalized) is 0.181.